This data is from Full USPTO retrosynthesis dataset with 1.9M reactions from patents (1976-2016). The task is: Predict the reactants needed to synthesize the given product. Given the product [N:13]1[CH:14]=[CH:15][CH:16]=[C:11]([C:6]2[CH:7]=[CH:8][CH:9]=[CH:10][C:5]=2[CH2:4][NH2:1])[CH:12]=1, predict the reactants needed to synthesize it. The reactants are: [N:1]([CH2:4][C:5]1[CH:10]=[CH:9][CH:8]=[CH:7][C:6]=1[C:11]1[CH:12]=[N:13][CH:14]=[CH:15][CH:16]=1)=[N+]=[N-].